Dataset: NCI-60 drug combinations with 297,098 pairs across 59 cell lines. Task: Regression. Given two drug SMILES strings and cell line genomic features, predict the synergy score measuring deviation from expected non-interaction effect. Drug 1: C1CCC(C(C1)N)N.C(=O)(C(=O)[O-])[O-].[Pt+4]. Drug 2: B(C(CC(C)C)NC(=O)C(CC1=CC=CC=C1)NC(=O)C2=NC=CN=C2)(O)O. Cell line: SW-620. Synergy scores: CSS=54.8, Synergy_ZIP=-1.97, Synergy_Bliss=-0.624, Synergy_Loewe=-2.65, Synergy_HSA=1.15.